Dataset: Reaction yield outcomes from USPTO patents with 853,638 reactions. Task: Predict the reaction yield, written as a fraction of the theoretical maximum amount of product (1.0 means a 100% yield; for example, 0.34 means a 34% yield). The reactants are [C:1]([O:5][C:6](=[O:20])[C@@H:7]([NH:12][C:13]([O:15][C:16]([CH3:19])([CH3:18])[CH3:17])=[O:14])[CH2:8][CH2:9][CH2:10][NH2:11])([CH3:4])([CH3:3])[CH3:2].[N:21]1[C:30]2[C:29](=O)[CH2:28][CH2:27][CH2:26][C:25]=2[CH:24]=[CH:23][CH:22]=1.[BH4-].[Na+]. The catalyst is CO. The product is [C:1]([O:5][C:6](=[O:20])[C@@H:7]([NH:12][C:13]([O:15][C:16]([CH3:19])([CH3:18])[CH3:17])=[O:14])[CH2:8][CH2:9][CH2:10][NH:11][CH:29]1[C:30]2[N:21]=[CH:22][CH:23]=[CH:24][C:25]=2[CH2:26][CH2:27][CH2:28]1)([CH3:4])([CH3:3])[CH3:2]. The yield is 0.540.